This data is from Forward reaction prediction with 1.9M reactions from USPTO patents (1976-2016). The task is: Predict the product of the given reaction. (1) Given the reactants CO[C:3]([C:5]1[C:10]([NH:11][C:12](=[O:22])[CH2:13][C:14]2[C:19]([Cl:20])=[CH:18][C:17]([Cl:21])=[CH:16][N:15]=2)=[N:9][CH:8]=[CH:7][N:6]=1)=[O:4].C(=O)([O-])[O-].[K+].[K+], predict the reaction product. The product is: [Cl:20][C:19]1[C:14]([C:13]2[C:12]([OH:22])=[N:11][C:10]3=[N:9][CH:8]=[CH:7][N:6]=[C:5]3[C:3]=2[OH:4])=[N:15][CH:16]=[C:17]([Cl:21])[CH:18]=1. (2) Given the reactants Br[C:2]1[S:3][CH:4]=[C:5]([C:7]2[CH:12]=[CH:11][C:10]([NH:13][S:14]([C:17]([F:20])([F:19])[F:18])(=[O:16])=[O:15])=[CH:9][C:8]=2[Cl:21])[N:6]=1.[CH3:22][O:23][C:24]1[CH:25]=[C:26](B(O)O)[CH:27]=[CH:28][C:29]=1[O:30][CH3:31].C(=O)([O-])[O-].[Cs+].[Cs+].CN(C)C=O, predict the reaction product. The product is: [Cl:21][C:8]1[CH:9]=[C:10]([NH:13][S:14]([C:17]([F:20])([F:19])[F:18])(=[O:16])=[O:15])[CH:11]=[CH:12][C:7]=1[C:5]1[N:6]=[C:2]([C:27]2[CH:26]=[CH:25][C:24]([O:23][CH3:22])=[C:29]([O:30][CH3:31])[CH:28]=2)[S:3][CH:4]=1. (3) Given the reactants [C:1]([C:4]1[CH:9]=[CH:8][C:7]([C:10]([CH3:15])([CH3:14])[C:11]([OH:13])=[O:12])=[CH:6][CH:5]=1)(=[O:3])[CH3:2].[CH3:16][O:17][C:18]1[CH:25]=[C:24]([O:26][CH3:27])[C:23]([C:28]2[S:29][CH:30]=[CH:31][CH:32]=2)=[CH:22][C:19]=1[CH:20]=O, predict the reaction product. The product is: [CH3:16][O:17][C:18]1[CH:25]=[C:24]([O:26][CH3:27])[C:23]([C:28]2[S:29][CH:30]=[CH:31][CH:32]=2)=[CH:22][C:19]=1/[CH:20]=[CH:2]/[C:1]([C:4]1[CH:9]=[CH:8][C:7]([C:10]([CH3:15])([CH3:14])[C:11]([OH:13])=[O:12])=[CH:6][CH:5]=1)=[O:3]. (4) Given the reactants [CH3:1][O:2][C:3](=[O:40])[CH2:4][C:5]1[CH:10]=[CH:9][CH:8]=[CH:7][C:6]=1[C:11]#[C:12][C:13]1[C:18]([CH3:19])=[CH:17][N:16]=[C:15]([NH:20][C:21]2[CH:22]=[CH:23][C:24]([CH:27]3[CH2:32][CH2:31][N:30]([C:33]([O:35][C:36]([CH3:39])([CH3:38])[CH3:37])=[O:34])[CH2:29][CH2:28]3)=[N:25][CH:26]=2)[N:14]=1, predict the reaction product. The product is: [CH3:1][O:2][C:3](=[O:40])[CH2:4][C:5]1[CH:10]=[CH:9][CH:8]=[CH:7][C:6]=1[CH2:11][CH2:12][C:13]1[C:18]([CH3:19])=[CH:17][N:16]=[C:15]([NH:20][C:21]2[CH:22]=[CH:23][C:24]([CH:27]3[CH2:28][CH2:29][N:30]([C:33]([O:35][C:36]([CH3:37])([CH3:38])[CH3:39])=[O:34])[CH2:31][CH2:32]3)=[N:25][CH:26]=2)[N:14]=1.